Task: Predict the product of the given reaction.. Dataset: Forward reaction prediction with 1.9M reactions from USPTO patents (1976-2016) (1) Given the reactants [C:1]1([C:7]2([O:23][CH2:22][C@H:12]([O:13][C:14](=[O:21])[C:15]3[CH:20]=[CH:19][CH:18]=[CH:17][CH:16]=3)[C@H:10]([OH:11])[CH2:9]2)[SH:8])[CH:6]=[CH:5][CH:4]=[CH:3][CH:2]=1.[CH3:24][S:25](Cl)(=[O:27])=[O:26], predict the reaction product. The product is: [C:1]1([C@@:7]2([O:23][CH2:22][C@H:12]([O:13][C:14](=[O:21])[C:15]3[CH:16]=[CH:17][CH:18]=[CH:19][CH:20]=3)[C@H:10]([O:11][S:25]([CH3:24])(=[O:27])=[O:26])[CH2:9]2)[SH:8])[CH:6]=[CH:5][CH:4]=[CH:3][CH:2]=1. (2) Given the reactants [NH2:1][C:2]1[CH:9]=[CH:8][CH:7]=[CH:6][C:3]=1[CH2:4][NH2:5].[C:10]([C:12]1[CH:17]=[CH:16][C:15]([N:18]=[C:19]=S)=[CH:14][CH:13]=1)#[N:11], predict the reaction product. The product is: [N:1]1[C:2]2[C:3](=[CH:6][CH:7]=[CH:8][CH:9]=2)[CH2:4][NH:5][C:19]=1[NH:18][C:15]1[CH:16]=[CH:17][C:12]([C:10]#[N:11])=[CH:13][CH:14]=1. (3) Given the reactants [CH:1]1([N:6]2[CH2:12][C:11]([F:14])([F:13])[C:10](=[O:15])[N:9]([CH3:16])[C:8]3[CH:17]=[N:18][C:19]([NH:21][C:22]4[CH:30]=[CH:29][C:25]([C:26](O)=[O:27])=[CH:24][C:23]=4[O:31][CH3:32])=[N:20][C:7]2=3)[CH2:5][CH2:4][CH2:3][CH2:2]1.C(N(C(C)C)C(C)C)C.[CH3:42][N:43]([CH3:50])[CH2:44][C:45]([CH3:49])([CH3:48])[CH2:46][NH2:47], predict the reaction product. The product is: [CH:1]1([N:6]2[CH2:12][C:11]([F:14])([F:13])[C:10](=[O:15])[N:9]([CH3:16])[C:8]3[CH:17]=[N:18][C:19]([NH:21][C:22]4[CH:30]=[CH:29][C:25]([C:26]([NH:47][CH2:46][C:45]([CH3:49])([CH3:48])[CH2:44][N:43]([CH3:50])[CH3:42])=[O:27])=[CH:24][C:23]=4[O:31][CH3:32])=[N:20][C:7]2=3)[CH2:5][CH2:4][CH2:3][CH2:2]1.